From a dataset of Forward reaction prediction with 1.9M reactions from USPTO patents (1976-2016). Predict the product of the given reaction. (1) Given the reactants [Cl:1][C:2]1[CH:7]=[CH:6][C:5](I)=[CH:4][CH:3]=1.[CH3:9][O:10][C:11](=[O:37])[C:12]1[CH:17]=[CH:16][CH:15]=[C:14]([CH2:18][N:19]([C:30]2[CH:35]=[CH:34][C:33]([F:36])=[CH:32][CH:31]=2)[C:20](=[O:29])[C:21]#[C:22][C:23]2[CH:28]=[CH:27][CH:26]=[CH:25][CH:24]=2)[CH:13]=1, predict the reaction product. The product is: [CH3:9][O:10][C:11](=[O:37])[C:12]1[CH:17]=[CH:16][CH:15]=[C:14]([CH2:18][N:19]2[C:30]3[C:31](=[CH:32][C:33]([F:36])=[CH:34][CH:35]=3)/[C:21](=[C:22](\[C:5]3[CH:6]=[CH:7][C:2]([Cl:1])=[CH:3][CH:4]=3)/[C:23]3[CH:28]=[CH:27][CH:26]=[CH:25][CH:24]=3)/[C:20]2=[O:29])[CH:13]=1. (2) The product is: [C:2]([C:4]1[CH:12]=[CH:11][C:7]([CH2:8][O:9][O:16][NH2:17])=[C:6]([O:13][CH2:14][CH3:15])[CH:5]=1)#[N:3]. Given the reactants Cl.[C:2]([C:4]1[CH:12]=[CH:11][C:7]([CH2:8][O:9]N)=[C:6]([O:13][CH2:14][CH3:15])[CH:5]=1)#[N:3].[OH2:16].[NH3:17], predict the reaction product. (3) Given the reactants [NH2:1][C:2]1[CH:3]=[C:4]([CH:7]=[CH:8][N:9]=1)C#N.C[CH2:11][N:12](CC)CC, predict the reaction product. The product is: [NH2:1][C:2]1[CH:3]=[C:4]([NH:12][CH3:11])[CH:7]=[CH:8][N:9]=1. (4) Given the reactants [C:1]([C:4]1[CH:9]=[CH:8][CH:7]=[C:6]([F:10])[C:5]=1[NH:11][C:12](=O)[C:13]([O:15][CH2:16][CH3:17])=[O:14])(=[O:3])[NH2:2].CC(C)([O-])C.[K+].[Na+].[Cl-].CC(O)=O, predict the reaction product. The product is: [F:10][C:6]1[CH:7]=[CH:8][CH:9]=[C:4]2[C:5]=1[N:11]=[C:12]([C:13]([O:15][CH2:16][CH3:17])=[O:14])[N:2]=[C:1]2[OH:3]. (5) Given the reactants C1[N:6](CCCS(O)(=O)=O)CCOC1.[OH-].[Na+].[C@@H:16]1([N:24]2[CH:32]=[C:30](C)[C:28](=O)[NH:27][C:25]2=[O:26])[O:23][C@H:20]([CH2:21][OH:22])[C@@H:18]([OH:19])[CH2:17]1.N1C=CC(N)=NC1=O, predict the reaction product. The product is: [C@@H:16]1([N:24]2[CH:32]=[CH:30][C:28]([NH2:6])=[N:27][C:25]2=[O:26])[O:23][C@H:20]([CH2:21][OH:22])[C@@H:18]([OH:19])[CH2:17]1. (6) The product is: [CH2:1]([C@H:8]1[CH2:12][O:11][C:10](=[O:13])[N:9]1[C:14](=[O:40])[C@@H:15]([O:32][C:33]1[CH:38]=[CH:37][C:36]([F:39])=[CH:35][CH:34]=1)[C@H:16]([OH:17])[C:18]1[CH:23]=[CH:22][C:21]([OH:24])=[CH:20][CH:19]=1)[C:2]1[CH:7]=[CH:6][CH:5]=[CH:4][CH:3]=1. Given the reactants [CH2:1]([C@H:8]1[CH2:12][O:11][C:10](=[O:13])[N:9]1[C:14](=[O:40])[C@@H:15]([O:32][C:33]1[CH:38]=[CH:37][C:36]([F:39])=[CH:35][CH:34]=1)[C@@H:16]([C:18]1[CH:23]=[CH:22][C:21]([O:24]CC2C=CC=CC=2)=[CH:20][CH:19]=1)[OH:17])[C:2]1[CH:7]=[CH:6][CH:5]=[CH:4][CH:3]=1, predict the reaction product. (7) Given the reactants [N:1]1[CH:6]=[CH:5][CH:4]=[C:3]([C:7]#[C:8][C:9]([OH:11])=O)[CH:2]=1.[Cl:12][C:13]1[CH:26]=[C:25]([NH2:27])[CH:24]=[CH:23][C:14]=1[O:15][CH2:16][CH2:17][N:18]([CH2:21][CH3:22])[CH2:19][CH3:20].ClCCl.CO.N, predict the reaction product. The product is: [Cl:12][C:13]1[CH:26]=[C:25]([NH:27][C:9](=[O:11])[C:8]#[C:7][C:3]2[CH:2]=[N:1][CH:6]=[CH:5][CH:4]=2)[CH:24]=[CH:23][C:14]=1[O:15][CH2:16][CH2:17][N:18]([CH2:21][CH3:22])[CH2:19][CH3:20].